Dataset: Clinical trial toxicity outcomes and FDA approval status for drugs. Task: Regression/Classification. Given a drug SMILES string, predict its toxicity properties. Task type varies by dataset: regression for continuous values (e.g., LD50, hERG inhibition percentage) or binary classification for toxic/non-toxic outcomes (e.g., AMES mutagenicity, cardiotoxicity, hepatotoxicity). Dataset: clintox. The molecule is CCN(C(C)=O)c1cccc(-c2ccnc3c(C#N)cnn23)c1. The result is 0 (passed clinical trial).